From a dataset of Forward reaction prediction with 1.9M reactions from USPTO patents (1976-2016). Predict the product of the given reaction. (1) The product is: [NH:17]([C:2]1[CH:7]=[C:6]([O:8][CH2:9][C:10]2[CH:11]=[N:12][CH:13]=[CH:14][CH:15]=2)[CH:5]=[CH:4][N:3]=1)[NH2:18]. Given the reactants Cl[C:2]1[CH:7]=[C:6]([O:8][CH2:9][C:10]2[CH:11]=[N:12][CH:13]=[CH:14][CH:15]=2)[CH:5]=[CH:4][N:3]=1.O.[NH2:17][NH2:18], predict the reaction product. (2) The product is: [Br:1][CH2:2][C:3]([NH:5][CH:6]([C:8]1[NH:9][C:10]2[C:15]([N:16]=1)=[C:14]([N:17]1[CH2:18][CH2:19][O:20][CH2:21][CH2:22]1)[N:13]=[C:12]([Cl:23])[N:11]=2)[CH3:7])=[O:4]. Given the reactants [Br:1][CH2:2][C:3]([NH:5][CH:6]([C:8]1[N:9](C2CCCCO2)[C:10]2[C:15]([N:16]=1)=[C:14]([N:17]1[CH2:22][CH2:21][O:20][CH2:19][CH2:18]1)[N:13]=[C:12]([Cl:23])[N:11]=2)[CH3:7])=[O:4].O.C1(C)C=CC(S(O)(=O)=O)=CC=1.O.C(=O)(O)[O-].[Na+], predict the reaction product.